Dataset: NCI-60 drug combinations with 297,098 pairs across 59 cell lines. Task: Regression. Given two drug SMILES strings and cell line genomic features, predict the synergy score measuring deviation from expected non-interaction effect. Drug 1: CN1CCC(CC1)COC2=C(C=C3C(=C2)N=CN=C3NC4=C(C=C(C=C4)Br)F)OC. Drug 2: C1CC(C1)(C(=O)O)C(=O)O.[NH2-].[NH2-].[Pt+2]. Cell line: SW-620. Synergy scores: CSS=23.9, Synergy_ZIP=0.0721, Synergy_Bliss=3.13, Synergy_Loewe=1.89, Synergy_HSA=2.99.